This data is from Reaction yield outcomes from USPTO patents with 853,638 reactions. The task is: Predict the reaction yield, written as a fraction of the theoretical maximum amount of product (1.0 means a 100% yield; for example, 0.34 means a 34% yield). The reactants are [CH3:1][C:2]1[N:3]=[C:4]([C:10]2[N:11]=[C:12]3[N:22]([CH:23]=2)[CH2:21][CH2:20][O:19][C:18]2[C:13]3=[CH:14][C:15]([CH:24]([OH:26])[CH3:25])=[CH:16][CH:17]=2)[N:5]([CH:7]([CH3:9])[CH3:8])[CH:6]=1.[CH3:27][S:28](Cl)(=[O:30])=[O:29]. The catalyst is C(Cl)Cl. The product is [CH3:27][S:28]([O:26][CH:24]([C:15]1[CH:14]=[C:13]2[C:18]([O:19][CH2:20][CH2:21][N:22]3[C:12]2=[N:11][C:10]([C:4]2[N:5]([CH:7]([CH3:9])[CH3:8])[CH:6]=[C:2]([CH3:1])[N:3]=2)=[CH:23]3)=[CH:17][CH:16]=1)[CH3:25])(=[O:30])=[O:29]. The yield is 1.00.